Dataset: Peptide-MHC class I binding affinity with 185,985 pairs from IEDB/IMGT. Task: Regression. Given a peptide amino acid sequence and an MHC pseudo amino acid sequence, predict their binding affinity value. This is MHC class I binding data. (1) The peptide sequence is KSFSAGMFH. The MHC is HLA-B39:01 with pseudo-sequence HLA-B39:01. The binding affinity (normalized) is 0.0847. (2) The peptide sequence is RDYVDRFFKTL. The MHC is HLA-A33:01 with pseudo-sequence HLA-A33:01. The binding affinity (normalized) is 0. (3) The peptide sequence is FIIDNFGSV. The MHC is HLA-B18:01 with pseudo-sequence HLA-B18:01. The binding affinity (normalized) is 0.0847. (4) The peptide sequence is LREQENSL. The MHC is Mamu-B03 with pseudo-sequence Mamu-B03. The binding affinity (normalized) is 0.243. (5) The peptide sequence is RIARFHRPY. The MHC is HLA-A02:16 with pseudo-sequence HLA-A02:16. The binding affinity (normalized) is 0.0847. (6) The peptide sequence is MMVIFRLMR. The MHC is HLA-A03:01 with pseudo-sequence HLA-A03:01. The binding affinity (normalized) is 0.519.